Dataset: Peptide-MHC class I binding affinity with 185,985 pairs from IEDB/IMGT. Task: Regression. Given a peptide amino acid sequence and an MHC pseudo amino acid sequence, predict their binding affinity value. This is MHC class I binding data. (1) The peptide sequence is RPAADGKTV. The MHC is HLA-B07:02 with pseudo-sequence HLA-B07:02. The binding affinity (normalized) is 0.577. (2) The peptide sequence is LLRVISGVL. The MHC is HLA-A02:02 with pseudo-sequence HLA-A02:02. The binding affinity (normalized) is 0.309. (3) The peptide sequence is SLVKESMASL. The MHC is HLA-A02:06 with pseudo-sequence HLA-A02:06. The binding affinity (normalized) is 0.328. (4) The peptide sequence is FMGRIRSVY. The MHC is HLA-A02:01 with pseudo-sequence HLA-A02:01. The binding affinity (normalized) is 0.157. (5) The peptide sequence is IMAAILAYT. The MHC is HLA-A02:01 with pseudo-sequence HLA-A02:01. The binding affinity (normalized) is 0.673. (6) The peptide sequence is GPKVKQWPL. The MHC is HLA-A29:02 with pseudo-sequence HLA-A29:02. The binding affinity (normalized) is 0. (7) The peptide sequence is PLTFGWCYKL. The MHC is HLA-A30:02 with pseudo-sequence HLA-A30:02. The binding affinity (normalized) is 0. (8) The peptide sequence is QTVEDEARRMW. The MHC is HLA-A02:06 with pseudo-sequence HLA-A02:06. The binding affinity (normalized) is 0.0411. (9) The peptide sequence is VPRRKAKII. The MHC is Mamu-A2201 with pseudo-sequence Mamu-A2201. The binding affinity (normalized) is 0.